Dataset: Catalyst prediction with 721,799 reactions and 888 catalyst types from USPTO. Task: Predict which catalyst facilitates the given reaction. (1) Reactant: O1[C:5]2([CH2:10][CH2:9][CH:8]([C:11]3[CH:20]=[CH:19][C:14]([C:15]([O:17][CH3:18])=[O:16])=[C:13]([CH3:21])[CH:12]=3)[CH2:7][CH2:6]2)[O:4]CC1. Product: [CH3:21][C:13]1[CH:12]=[C:11]([CH:8]2[CH2:9][CH2:10][C:5](=[O:4])[CH2:6][CH2:7]2)[CH:20]=[CH:19][C:14]=1[C:15]([O:17][CH3:18])=[O:16]. The catalyst class is: 86. (2) Product: [C:1]([O:5][C:6]([NH:8][C@H:9]([C:11]([NH:30][CH2:26][CH:27]([CH3:29])[CH3:28])=[O:13])[CH3:10])=[O:7])([CH3:2])([CH3:3])[CH3:4]. The catalyst class is: 1. Reactant: [C:1]([O:5][C:6]([NH:8][C@H:9]([C:11]([OH:13])=O)[CH3:10])=[O:7])([CH3:4])([CH3:3])[CH3:2].C(N1C=CN=C1)(N1C=CN=C1)=O.[CH2:26]([NH2:30])[CH:27]([CH3:29])[CH3:28]. (3) Reactant: [CH3:1][O:2][C:3]([C:5]1[N:6]=[C:7]([C:20]2[CH:25]=[CH:24][C:23]([C:26]([F:29])([F:28])[F:27])=[CH:22][CH:21]=2)[O:8][C:9]=1[C:10]1[CH:15]=[CH:14][C:13]([C:16](=[NH:19])[NH:17][OH:18])=[CH:12][CH:11]=1)=[O:4].C(N(C(C)C)CC)(C)C.[C:39](Cl)(=[O:41])[CH3:40]. Product: [CH3:1][O:2][C:3]([C:5]1[N:6]=[C:7]([C:20]2[CH:25]=[CH:24][C:23]([C:26]([F:27])([F:29])[F:28])=[CH:22][CH:21]=2)[O:8][C:9]=1[C:10]1[CH:15]=[CH:14][C:13]([C:16](=[NH:19])[NH:17][O:18][C:39](=[O:41])[CH3:40])=[CH:12][CH:11]=1)=[O:4]. The catalyst class is: 4. (4) Reactant: [Br:1][C:2]1[CH:7]=[CH:6][CH:5]=[CH:4][C:3]=1Br.[Li]CCCC.Cl[SiH:15]([CH3:17])[CH3:16]. Product: [Br:1][C:2]1[CH:7]=[CH:6][CH:5]=[CH:4][C:3]=1[SiH:15]([CH3:17])[CH3:16]. The catalyst class is: 134. (5) The catalyst class is: 8. Reactant: [CH2:1]([O:3][C:4]1[C:13]2[C:8](=[CH:9][CH:10]=[CH:11][CH:12]=2)[C:7]([O:14][CH2:15][C:16]2[CH:21]=[CH:20][CH:19]=[CH:18][CH:17]=2)=[C:6]([C:22]([O:24]CC)=[O:23])[C:5]=1[C:27]([O:29]CC)=[O:28])[CH3:2].[OH-].[Na+]. Product: [CH2:1]([O:3][C:4]1[C:13]2[C:8](=[CH:9][CH:10]=[CH:11][CH:12]=2)[C:7]([O:14][CH2:15][C:16]2[CH:17]=[CH:18][CH:19]=[CH:20][CH:21]=2)=[C:6]([C:22]([OH:24])=[O:23])[C:5]=1[C:27]([OH:29])=[O:28])[CH3:2].